From a dataset of Forward reaction prediction with 1.9M reactions from USPTO patents (1976-2016). Predict the product of the given reaction. (1) Given the reactants CN(C(ON1N=NC2C=CC=NC1=2)=[N+](C)C)C.F[P-](F)(F)(F)(F)F.Cl.[N:26]([CH2:29][C:30]([C:32]1[CH:33]=[CH:34][C:35]2[N:39]=[C:38]([C@@H:40]3[CH2:44][CH2:43][CH2:42][NH:41]3)[NH:37][C:36]=2[CH:45]=1)=[O:31])=[N+:27]=[N-:28].Cl.[CH3:47][N:48]([CH3:59])[C@H:49]([C:53]1[CH:58]=[CH:57][CH:56]=[CH:55][CH:54]=1)[C:50](O)=[O:51].CCN(C(C)C)C(C)C, predict the reaction product. The product is: [N:26]([CH2:29][C:30]([C:32]1[CH:33]=[CH:34][C:35]2[N:39]=[C:38]([C@@H:40]3[CH2:44][CH2:43][CH2:42][N:41]3[C:50](=[O:51])[C@H:49]([N:48]([CH3:47])[CH3:59])[C:53]3[CH:58]=[CH:57][CH:56]=[CH:55][CH:54]=3)[NH:37][C:36]=2[CH:45]=1)=[O:31])=[N+:27]=[N-:28]. (2) Given the reactants [CH:1]1[CH:2]=[N:3][C:4]2[C:9]([N:10]=1)=[CH:8][C:7]1[CH:11]3[CH2:16][NH:15][CH2:14][CH:13]([C:6]=1[CH:5]=2)[CH2:12]3.[C:17]([OH:26])(=[O:25])[CH:18]([CH:20]([C:22]([OH:24])=[O:23])[OH:21])[OH:19].[CH3:27][CH:28]([OH:145])[CH2:29][O:30][CH2:31][C@@H:32]1[O:37][CH2:36][C@H:35]2[O:38][C@@H:39]3[C@@H:44]([OH:45])[C@H:43]([OH:46])[C@H:42]([O:47][C@@H:48]4[C@@H:53]([OH:54])[C@H:52]([OH:55])[C@H:51]([O:56][C@@H:57]5[C@@H:62]([OH:63])[C@H:61]([OH:64])[C@H:60]([O:65][C@@H:66]6[C@@H:71]([OH:72])[C@H:70]([OH:73])[C@H:69]([O:74][C@@H:75]7[C@@H:80]([OH:81])[C@H:79]([OH:82])[C@H:78]([O:83][C@@H:84]8[C@@H:89]([OH:90])[C@H:88]([OH:91])[C@H:87]([O:92][C@@H:93]9[C@@H:99]([OH:100])[C@H:98]([OH:101])[C@H:96]([O:97][C@@H:33]1[C@H:34]2[OH:144])[O:95][C@H:94]9[CH2:102][O:103][CH2:104][CH:105]([OH:107])[CH3:106])[O:86][C@H:85]8[CH2:108][O:109][CH2:110][CH:111]([OH:113])[CH3:112])[O:77][C@H:76]7[CH2:114][O:115][CH2:116][CH:117]([OH:119])[CH3:118])[O:68][C@H:67]6[CH2:120][O:121][CH2:122][CH:123]([OH:125])[CH3:124])[O:59][C@H:58]5[CH2:126][O:127][CH2:128][CH:129]([OH:131])[CH3:130])[O:50][C@H:49]4[CH2:132][O:133][CH2:134][CH:135]([OH:137])[CH3:136])[O:41][C@H:40]3[CH2:138][O:139][CH2:140][CH:141]([OH:143])[CH3:142].O, predict the reaction product. The product is: [CH:2]1[CH:1]=[N:10][C:9]2[C:4]([N:3]=1)=[CH:5][C:6]1[CH:13]3[CH2:14][NH:15][CH2:16][CH:11]([C:7]=1[CH:8]=2)[CH2:12]3.[CH:18]([OH:19])([C:17]([OH:26])=[O:25])[CH:20]([OH:21])[C:22]([OH:24])=[O:23].[CH3:27][CH:28]([OH:145])[CH2:29][O:30][CH2:31][C@@H:32]1[O:37][CH2:36][C@H:35]2[O:38][C@@H:39]3[C@@H:44]([OH:45])[C@H:43]([OH:46])[C@H:42]([O:47][C@@H:48]4[C@@H:53]([OH:54])[C@H:52]([OH:55])[C@H:51]([O:56][C@@H:57]5[C@@H:62]([OH:63])[C@H:61]([OH:64])[C@H:60]([O:65][C@@H:66]6[C@@H:71]([OH:72])[C@H:70]([OH:73])[C@H:69]([O:74][C@@H:75]7[C@@H:80]([OH:81])[C@H:79]([OH:82])[C@H:78]([O:83][C@@H:84]8[C@@H:89]([OH:90])[C@H:88]([OH:91])[C@H:87]([O:92][C@@H:93]9[C@@H:99]([OH:100])[C@H:98]([OH:101])[C@H:96]([O:97][C@@H:33]1[C@H:34]2[OH:144])[O:95][C@H:94]9[CH2:102][O:103][CH2:104][CH:105]([OH:107])[CH3:106])[O:86][C@H:85]8[CH2:108][O:109][CH2:110][CH:111]([OH:113])[CH3:112])[O:77][C@H:76]7[CH2:114][O:115][CH2:116][CH:117]([OH:119])[CH3:118])[O:68][C@H:67]6[CH2:120][O:121][CH2:122][CH:123]([OH:125])[CH3:124])[O:59][C@H:58]5[CH2:126][O:127][CH2:128][CH:129]([OH:131])[CH3:130])[O:50][C@H:49]4[CH2:132][O:133][CH2:134][CH:135]([OH:137])[CH3:136])[O:41][C@H:40]3[CH2:138][O:139][CH2:140][CH:141]([OH:143])[CH3:142].